Dataset: Reaction yield outcomes from USPTO patents with 853,638 reactions. Task: Predict the reaction yield, written as a fraction of the theoretical maximum amount of product (1.0 means a 100% yield; for example, 0.34 means a 34% yield). (1) The reactants are [CH2:1]([N:8]([CH2:21][CH2:22][C:23](=[O:25])[CH3:24])[S:9]([C:12]1[CH:17]=[CH:16][CH:15]=[CH:14][C:13]=1[N+:18]([O-:20])=[O:19])(=[O:11])=[O:10])[C:2]1[CH:7]=[CH:6][CH:5]=[CH:4][CH:3]=1.[Br:26]Br.O. The catalyst is CO. The product is [CH2:1]([N:8]([CH2:21][CH2:22][C:23](=[O:25])[CH2:24][Br:26])[S:9]([C:12]1[CH:17]=[CH:16][CH:15]=[CH:14][C:13]=1[N+:18]([O-:20])=[O:19])(=[O:10])=[O:11])[C:2]1[CH:3]=[CH:4][CH:5]=[CH:6][CH:7]=1. The yield is 0.531. (2) The reactants are [NH2:1][C:2]1[CH:3]=[C:4]([CH2:9][NH:10][C:11](=[O:17])[O:12][C:13]([CH3:16])([CH3:15])[CH3:14])[CH:5]=[CH:6][C:7]=1[F:8].[F:18][C:19]([F:30])([F:29])[C:20](O[C:20](=[O:21])[C:19]([F:30])([F:29])[F:18])=[O:21]. The catalyst is O1CCCC1.C(OCC)(=O)C. The product is [F:8][C:7]1[CH:6]=[CH:5][C:4]([CH2:9][NH:10][C:11](=[O:17])[O:12][C:13]([CH3:14])([CH3:16])[CH3:15])=[CH:3][C:2]=1[NH:1][C:20](=[O:21])[C:19]([F:30])([F:29])[F:18]. The yield is 0.980. (3) The reactants are [C:1]1(=[O:11])[NH:5][C:4](=[O:6])[C:3]2=[CH:7][CH:8]=[CH:9][CH:10]=[C:2]12.[CH2:12]([C@@H:14]1[O:16][CH2:15]1)Cl.C(=O)([O-])[O-].[Na+].[Na+].CC(C)([O-])C.[K+]. The catalyst is S([O-])(O)(=O)=O.C([N+](CCCC)(CCCC)CCCC)CCC.C(O)(C)C. The product is [CH2:12]([C:10]1[CH:9]=[CH:8][CH:7]=[C:3]2[C:4]([NH:5][C:1](=[O:11])[C:2]=12)=[O:6])[C@H:14]1[O:16][CH2:15]1. The yield is 0.800. (4) The product is [CH:32]1([C:2]2[N:7]=[C:6]([N:8]3[CH2:13][CH2:12][N:11]4[N:14]=[C:15]([CH2:17][O:18][C:19]5[CH:24]=[CH:23][CH:22]=[CH:21][CH:20]=5)[CH:16]=[C:10]4[C:9]3=[O:25])[CH:5]=[CH:4][CH:3]=2)[CH2:34][CH2:33]1. The catalyst is CN(C=O)C.O1CCOCC1.O.C1C=CC([P]([Pd]([P](C2C=CC=CC=2)(C2C=CC=CC=2)C2C=CC=CC=2)([P](C2C=CC=CC=2)(C2C=CC=CC=2)C2C=CC=CC=2)[P](C2C=CC=CC=2)(C2C=CC=CC=2)C2C=CC=CC=2)(C2C=CC=CC=2)C2C=CC=CC=2)=CC=1. The yield is 0.620. The reactants are Br[C:2]1[N:7]=[C:6]([N:8]2[CH2:13][CH2:12][N:11]3[N:14]=[C:15]([CH2:17][O:18][C:19]4[CH:24]=[CH:23][CH:22]=[CH:21][CH:20]=4)[CH:16]=[C:10]3[C:9]2=[O:25])[CH:5]=[CH:4][CH:3]=1.C(=O)([O-])[O-].[K+].[K+].[CH:32]1(B(O)O)[CH2:34][CH2:33]1. (5) The reactants are Cl.Cl.[CH3:3][C:4]1[CH:5]=[C:6]([CH:20]=[CH:21][C:22]=1[CH3:23])[O:7][CH2:8][CH2:9][CH2:10][CH2:11]N1CCC(NC)CC1.[Br:24]CCCCBr.CC1C=C(O)C=CC=1C. No catalyst specified. The product is [Br:24][CH2:11][CH2:10][CH2:9][CH2:8][O:7][C:6]1[CH:20]=[CH:21][C:22]([CH3:23])=[C:4]([CH3:3])[CH:5]=1. The yield is 0.860. (6) The reactants are [C:1]([C:3]([C:6]1[CH:7]=[C:8]([C:12]([NH:14][C:15]2[CH:16]=[C:17]([CH:34]=[CH:35][CH:36]=2)[O:18][C:19]2[CH:20]=[CH:21][C:22]([NH:25][C:26]([NH:28]C(=O)OCC)=S)=[N:23][CH:24]=2)=[O:13])[CH:9]=[CH:10][CH:11]=1)([CH3:5])[CH3:4])#[N:2].C(O)C.Cl.NO.C([N:46](CC)C(C)C)(C)C. The catalyst is CO. The product is [NH2:46][C:26]1[N:25]=[C:22]2[CH:21]=[CH:20][C:19]([O:18][C:17]3[CH:16]=[C:15]([NH:14][C:12](=[O:13])[C:8]4[CH:9]=[CH:10][CH:11]=[C:6]([C:3]([C:1]#[N:2])([CH3:5])[CH3:4])[CH:7]=4)[CH:36]=[CH:35][CH:34]=3)=[CH:24][N:23]2[N:28]=1. The yield is 0.760.